This data is from Experimentally validated miRNA-target interactions with 360,000+ pairs, plus equal number of negative samples. The task is: Binary Classification. Given a miRNA mature sequence and a target amino acid sequence, predict their likelihood of interaction. (1) The protein sequence of the target gene is MMTSVSNDRCRGAREKPQMPTAHAAQSQKQVVQATAEQMRLAQVIFDKNDSDFEAKVKQLMEVTGKNQDECIVALHDCNGDVNKAINILLEGNSDTTSWETVGGKKKNFGRESSENKENREKRTEREASRGRGTNNRKGRGGNRVREFKGEENGIDCSQGDKPAERGKRARGRGFGRGRGRGTGRFSAQSMGTFNPADYSESMSTDGCGTKLAVWEAAQNGTDEGPEGLAKSHSMSQEPPSKSSYGLKGAWKNSVEEWTTEDWTEDLSETKVFTASSAPAENHVTPGHSIDLVALLHKPA.... Result: 0 (no interaction). The miRNA is hsa-miR-3922-5p with sequence UCAAGGCCAGAGGUCCCACAGCA. (2) The miRNA is hsa-miR-6851-5p with sequence AGGAGGUGGUACUAGGGGCCAGC. The protein sequence of the target gene is MAALGRPFSGLPLSGGSDFLQPPQPAFPGRAFPPGADGAELAPRPGPRAVPSSPAGSAARGRVSVHCKKKHKREEEEDDDCPVRKKRITEAELCAGPNDWILCAHQDVEGHGVNPSVSGLSIPGILDVICEEMDQTTGEPQCEVARRKLQEIEDRIIDEDEEVEADRNVNHLPSLVLSDTMKTGLKREFDEVFTKKMIESMSRPSMELVLWKPLPELLSDKPKPSSNTKNYTGESQAKHVAAGTAFPQRTELFSEPRPTGMSLYNSLETATSTEEEMEL. Result: 1 (interaction). (3) The miRNA is mmu-miR-181b-1-3p with sequence CUCACUGAACAAUGAAUGCAA. The protein sequence of the target gene is MSEAPRAETFVFLDLEATGLPSVEPEIAELSLFAVHRSSLENPEHDESGALVLPRVLDKLTLCMCPERPFTAKASEITGLSSEGLARCRKAGFDGAVVRTLQAFLSRQAGPICLVAHNGFDYDFPLLCAELRRLGARLPRDTVCLDTLPALRGLDRAHSHGTRARGRQGYSLGSLFHRYFRAEPSAAHSAEGDVHTLLLIFLHRAAELLAWADEQARGWAHIEPMYLPPDDPSLEA. Result: 0 (no interaction). (4) The miRNA is hsa-miR-6817-3p with sequence UCUCUCUGACUCCAUGGCA. The protein sequence of the target gene is MRWLWPLAVSLAVILAVGLSRVSGGAPLHLGRHRAETQEQQSRSKRGTEDEEAKGVQQYVPEEWAEYPRPIHPAGLQPTKPLVATSPNPGKDGGTPDSGQELRGNLTGAPGQRLQIQNPLYPVTESSYSAYAIMLLALVVFAVGIVGNLSVMCIVWHSYYLKSAWNSILASLALWDFLVLFFCLPIVIFNEITKQRLLGDVSCRAVPFMEVSSLGVTTFSLCALGIDRFHVATSTLPKVRPIERCQSILAKLAVIWVGSMTLAVPELLLWQLAQEPAPTMGTLDSCIMKPSASLPESLYS.... Result: 1 (interaction). (5) The miRNA is mmu-miR-410-3p with sequence AAUAUAACACAGAUGGCCUGU. The protein sequence of the target gene is MEESDSEKKTEKENVGPKVEPPLGEPEGSLGWAMPNAAMKKKVLLMGKSGSGKTSMRSIIFANYIARDTRRLGATILDRIHSLQINSSLSTYSLVDSVGNTKTFDVEHSHVRFLGNLVLNLWDCGGQDTFMENYFTSQRDNIFRNVEVLIYVFDVESRELEKDMHYYQSCLEAILQNSPEAKIFCLVHKMDLVQEDQRDLIFKEREEDLRRLSRPLECSCFRTSIWDETLYKAWSSIVYQLIPNVQQLEMNLRNFAEIIEADEVLLFERATFLVISHYQCKEQRDAHRFEKISNIIKQFK.... Result: 1 (interaction). (6) The miRNA is mmu-miR-669e-5p with sequence UGUCUUGUGUGUGCAUGUUCAU. The protein sequence of the target gene is MDAVTVYHGKISRETGEKLLLATGLDGSYLLRDSESVPGVYCLCVLYQGYIYTYRVSQTETGSWSAETAPGVHKRFFRKVKNLISAFQKPDQGIVTPLQYPVEKSSGRGPQAPTGRRDSDICLNAP. Result: 0 (no interaction).